This data is from M1 muscarinic receptor antagonist screen with 61,756 compounds. The task is: Binary Classification. Given a drug SMILES string, predict its activity (active/inactive) in a high-throughput screening assay against a specified biological target. The molecule is Clc1ccc(c2nn(c3sc(C(=O)N4CCN(CC4)C(=O)c4occc4)cc23)C)cc1. The result is 0 (inactive).